Dataset: Forward reaction prediction with 1.9M reactions from USPTO patents (1976-2016). Task: Predict the product of the given reaction. Given the reactants [Cl:1][C:2]1[CH:7]=[C:6]([Cl:8])[CH:5]=[C:4]([CH2:9][OH:10])[C:3]=1[N+:11]([O-:13])=[O:12].[OH-].[Na+].S(OC)(O[CH3:20])(=O)=O, predict the reaction product. The product is: [Cl:1][C:2]1[CH:7]=[C:6]([Cl:8])[CH:5]=[C:4]([CH2:9][O:10][CH3:20])[C:3]=1[N+:11]([O-:13])=[O:12].